This data is from Reaction yield outcomes from USPTO patents with 853,638 reactions. The task is: Predict the reaction yield, written as a fraction of the theoretical maximum amount of product (1.0 means a 100% yield; for example, 0.34 means a 34% yield). (1) The reactants are [Cl:1][C:2]1[CH:3]=[C:4]([N+:13]([O-:15])=[O:14])[C:5]([CH3:12])=[C:6]([CH:11]=1)[C:7]([O:9][CH3:10])=[O:8].C1C(=O)N([Br:23])C(=O)C1.O. The catalyst is C(Cl)(Cl)(Cl)Cl. The product is [Br:23][CH2:12][C:5]1[C:4]([N+:13]([O-:15])=[O:14])=[CH:3][C:2]([Cl:1])=[CH:11][C:6]=1[C:7]([O:9][CH3:10])=[O:8]. The yield is 0.870. (2) The reactants are [NH2:1][C:2]1[CH:3]=[C:4]([OH:12])[C:5](=[CH:10][CH:11]=1)[C:6]([O:8][CH3:9])=[O:7].[F:13][C:14]([F:27])([F:26])[O:15][C:16]1[CH:17]=[C:18]([S:22](Cl)(=[O:24])=[O:23])[CH:19]=[CH:20][CH:21]=1. The product is [OH:12][C:4]1[CH:3]=[C:2]([NH:1][S:22]([C:18]2[CH:19]=[CH:20][CH:21]=[C:16]([O:15][C:14]([F:13])([F:26])[F:27])[CH:17]=2)(=[O:24])=[O:23])[CH:11]=[CH:10][C:5]=1[C:6]([O:8][CH3:9])=[O:7]. The yield is 0.660. No catalyst specified. (3) The reactants are [Cl:1][C:2]1[CH:3]=[N:4][C:5]2[C:6](=[O:12])[NH:7][CH:8]=[CH:9][C:10]=2[CH:11]=1.CO.C(#N)C.F[B-](F)(F)F.ClC[N+]12CC[N+](F)(CC1)CC2.[F:34][B-](F)(F)F.CCO[C:42](C)=[O:43]. The catalyst is O. The product is [Cl:1][C:2]1[CH:3]=[N:4][C:5]2[C:6](=[O:12])[NH:7][CH:8]([O:43][CH3:42])[CH:9]([F:34])[C:10]=2[CH:11]=1. The yield is 0.800. (4) The reactants are [CH2:1]([NH2:13])[CH2:2][CH2:3][CH2:4][CH2:5][CH2:6][CH2:7][CH2:8][CH2:9][CH2:10][CH2:11][CH3:12].C([O-])([O-])=O.[Na+].[Na+].Br[CH2:21][CH2:22][CH2:23][CH2:24][CH2:25][CH2:26][CH2:27][CH2:28][CH2:29][CH2:30][CH2:31][CH2:32][CH2:33][CH3:34]. The catalyst is [I-].C([N+](CCCC)(CCCC)CCCC)CCC.CN(C=O)C.O1CCOCC1. The product is [CH2:1]([NH:13][CH2:34][CH2:33][CH2:32][CH2:31][CH2:30][CH2:29][CH2:28][CH2:27][CH2:26][CH2:25][CH2:24][CH2:23][CH2:22][CH3:21])[CH2:2][CH2:3][CH2:4][CH2:5][CH2:6][CH2:7][CH2:8][CH2:9][CH2:10][CH2:11][CH3:12]. The yield is 0.350. (5) The catalyst is CN(C=O)C.C(Cl)Cl.C(N(CC)CC)C. The reactants are [CH3:1][C:2]1[C:7]2[N:8]=[C:9]([CH2:11][CH2:12][CH3:13])[NH:10][C:6]=2[CH:5]=[C:4]([C:14]([OH:16])=O)[CH:3]=1.[NH2:17][C@H:18]([CH2:31][C:32]1[CH:37]=[CH:36][CH:35]=[CH:34][CH:33]=1)[CH2:19][C:20]([NH:22][O:23][CH2:24][C:25]1[CH:30]=[CH:29][CH:28]=[CH:27][CH:26]=1)=[O:21].C1C=CC2N(O)N=NC=2C=1.C(Cl)CCl. The yield is 0.410. The product is [CH2:31]([C@@H:18]([NH:17][C:14]([C:4]1[CH:3]=[C:2]([CH3:1])[C:7]2[N:8]=[C:9]([CH2:11][CH2:12][CH3:13])[NH:10][C:6]=2[CH:5]=1)=[O:16])[CH2:19][C:20](=[O:21])[NH:22][O:23][CH2:24][C:25]1[CH:30]=[CH:29][CH:28]=[CH:27][CH:26]=1)[C:32]1[CH:33]=[CH:34][CH:35]=[CH:36][CH:37]=1. (6) The reactants are [CH2:1]1[C:10]2[C:5](=[CH:6][CH:7]=[CH:8][CH:9]=2)[CH2:4][CH2:3][N:2]1[CH2:11][CH:12]([OH:30])[CH2:13][O:14][C:15]1[CH:20]=[CH:19][CH:18]=[C:17](B2OC(C)(C)C(C)(C)O2)[CH:16]=1.Br[C:32]1[CH:37]=[CH:36][C:35]([O:38][CH3:39])=[CH:34][CH:33]=1.C([O-])([O-])=O.[K+].[K+]. The catalyst is O1CCOCC1.C1C=CC(P(C2C=CC=CC=2)[C-]2C=CC=C2)=CC=1.C1C=CC(P(C2C=CC=CC=2)[C-]2C=CC=C2)=CC=1.Cl[Pd]Cl.[Fe+2]. The product is [CH2:1]1[C:10]2[C:5](=[CH:6][CH:7]=[CH:8][CH:9]=2)[CH2:4][CH2:3][N:2]1[CH2:11][CH:12]([OH:30])[CH2:13][O:14][C:15]1[CH:16]=[C:17]([C:32]2[CH:37]=[CH:36][C:35]([O:38][CH3:39])=[CH:34][CH:33]=2)[CH:18]=[CH:19][CH:20]=1. The yield is 0.490.